This data is from Reaction yield outcomes from USPTO patents with 853,638 reactions. The task is: Predict the reaction yield, written as a fraction of the theoretical maximum amount of product (1.0 means a 100% yield; for example, 0.34 means a 34% yield). (1) The reactants are [Cl:1][C:2]1[C:3]([NH2:9])=[N:4][CH:5]=[N:6][C:7]=1Cl.[C:10]1([NH2:17])[CH:15]=[CH:14][CH:13]=[C:12]([NH2:16])[CH:11]=1.C(O)(C(F)(F)F)=O. The catalyst is CS(C)=O. The product is [NH2:16][C:12]1[CH:11]=[C:10]([NH:17][C:7]2[C:2]([Cl:1])=[C:3]([NH2:9])[N:4]=[CH:5][N:6]=2)[CH:15]=[CH:14][CH:13]=1. The yield is 0.820. (2) The reactants are [CH:1]1([NH:7][C:8](=[O:24])[NH:9][C:10]2[CH:15]=[CH:14][C:13]([C:16]3[CH:20]=[C:19]([C:21](O)=[O:22])[O:18][N:17]=3)=[CH:12][CH:11]=2)[CH2:6][CH2:5][CH2:4][CH2:3][CH2:2]1.Cl.[CH3:26][O:27][C:28](=[O:35])[C@@H:29]([NH2:34])[CH2:30][CH:31]([CH3:33])[CH3:32].[K+].[Br-]. No catalyst specified. The product is [CH3:26][O:27][C:28](=[O:35])[C@@H:29]([NH:34][C:21]([C:19]1[O:18][N:17]=[C:16]([C:13]2[CH:12]=[CH:11][C:10]([NH:9][C:8]([NH:7][CH:1]3[CH2:6][CH2:5][CH2:4][CH2:3][CH2:2]3)=[O:24])=[CH:15][CH:14]=2)[CH:20]=1)=[O:22])[CH2:30][CH:31]([CH3:33])[CH3:32]. The yield is 0.679. (3) The reactants are O.[NH2:2][NH2:3].[IH:4].CS[C:7]1[NH:8][CH2:9][CH2:10][CH2:11][CH2:12][N:13]=1.CCOCC. The catalyst is CCO. The product is [IH:4].[NH:13]1[CH2:12][CH2:11][CH2:10][CH2:9][NH:8][C:7]1=[N:2][NH2:3]. The yield is 1.00.